This data is from Forward reaction prediction with 1.9M reactions from USPTO patents (1976-2016). The task is: Predict the product of the given reaction. (1) Given the reactants [C:1]1([CH2:7][CH2:8][O:9][C:10]2[N:18]=[C:17]3[C:13]([N:14]=[C:15](Br)[N:16]3[CH2:19][CH3:20])=[C:12]([NH2:22])[N:11]=2)[CH:6]=[CH:5][CH:4]=[CH:3][CH:2]=1.[OH-].[Na+].[CH2:25]([OH:27])[CH3:26], predict the reaction product. The product is: [C:1]1([CH2:7][CH2:8][O:9][C:10]2[N:18]=[C:17]3[C:13]([N:14]=[C:15]([O:27][CH2:25][CH3:26])[N:16]3[CH2:19][CH3:20])=[C:12]([NH2:22])[N:11]=2)[CH:6]=[CH:5][CH:4]=[CH:3][CH:2]=1. (2) Given the reactants [F:1][C:2]([F:26])([F:25])[C:3]1[CH:4]=[CH:5][C:6]([O:9][CH:10]2[CH:15]3[CH2:16][CH2:17][CH:12]([CH2:13][N:14]3C(OC(C)(C)C)=O)[CH2:11]2)=[N:7][CH:8]=1.Cl, predict the reaction product. The product is: [F:26][C:2]([F:1])([F:25])[C:3]1[CH:4]=[CH:5][C:6]([O:9][CH:10]2[CH:15]3[CH2:16][CH2:17][CH:12]([CH2:13][NH:14]3)[CH2:11]2)=[N:7][CH:8]=1. (3) Given the reactants [NH2:1][C:2]1[N:10]=[CH:9][CH:8]=[CH:7][C:3]=1[C:4]([OH:6])=O.ON1C2C=CC=CC=2N=N1.CCN=C=NCCCN(C)C.[CH:32]1[C:41]2[CH2:40][CH2:39][CH2:38][CH2:37][C:36]=2[CH:35]=[CH:34][C:33]=1[O:42][C:43]1[CH:44]=[C:45]([CH:48]=[CH:49][CH:50]=1)[CH2:46][NH2:47].C(=O)(O)[O-].[Na+], predict the reaction product. The product is: [CH:32]1[C:41]2[CH2:40][CH2:39][CH2:38][CH2:37][C:36]=2[CH:35]=[CH:34][C:33]=1[O:42][C:43]1[CH:44]=[C:45]([CH2:46][NH:47][C:4](=[O:6])[C:3]2[CH:7]=[CH:8][CH:9]=[N:10][C:2]=2[NH2:1])[CH:48]=[CH:49][CH:50]=1. (4) Given the reactants C[O:2][C:3](=[O:36])[CH2:4][C:5]1[CH:6]=[N:7][CH:8]=[C:9]([C:11]2[CH:16]=[CH:15][C:14]([CH2:17][O:18][C:19]3[CH:24]=[CH:23][C:22]([C:25]4[CH:30]=[CH:29][CH:28]=[CH:27][C:26]=4[F:31])=[C:21]([C:32]([F:35])([F:34])[F:33])[CH:20]=3)=[CH:13][CH:12]=2)[CH:10]=1.[OH-].[Na+], predict the reaction product. The product is: [F:31][C:26]1[CH:27]=[CH:28][CH:29]=[CH:30][C:25]=1[C:22]1[CH:23]=[CH:24][C:19]([O:18][CH2:17][C:14]2[CH:13]=[CH:12][C:11]([C:9]3[CH:10]=[C:5]([CH2:4][C:3]([OH:36])=[O:2])[CH:6]=[N:7][CH:8]=3)=[CH:16][CH:15]=2)=[CH:20][C:21]=1[C:32]([F:35])([F:33])[F:34]. (5) Given the reactants Cl.[CH3:2][NH:3][O:4][CH3:5].C(N(C(C)C)CC)(C)C.CN(C(ON1N=NC2C=CC=NC1=2)=[N+](C)C)C.F[P-](F)(F)(F)(F)F.[C:39]([N:46]1[CH2:51][CH2:50][CH:49]([C:52](O)=[O:53])[CH2:48][CH2:47]1)([O:41][C:42]([CH3:45])([CH3:44])[CH3:43])=[O:40], predict the reaction product. The product is: [CH3:2][N:3]([O:4][CH3:5])[C:52]([CH:49]1[CH2:50][CH2:51][N:46]([C:39]([O:41][C:42]([CH3:45])([CH3:44])[CH3:43])=[O:40])[CH2:47][CH2:48]1)=[O:53]. (6) Given the reactants [F:1][C:2]1[CH:7]=[CH:6][C:5]([C@H:8]([NH:10][C@H:11]2[CH2:15][CH2:14][C@@H:13]([C:16]3[CH:17]=[N:18][C:19](F)=[CH:20][CH:21]=3)[CH2:12]2)[CH3:9])=[CH:4][C:3]=1[O:23][CH3:24].Cl.[CH3:26][S:27]([N:30]1[CH2:35][CH2:34][CH:33]([NH2:36])[CH2:32][CH2:31]1)(=[O:29])=[O:28], predict the reaction product. The product is: [F:1][C:2]1[CH:7]=[CH:6][C:5]([C@H:8]([NH:10][C@H:11]2[CH2:15][CH2:14][C@@H:13]([C:16]3[CH:21]=[CH:20][C:19]([NH:36][CH:33]4[CH2:34][CH2:35][N:30]([S:27]([CH3:26])(=[O:29])=[O:28])[CH2:31][CH2:32]4)=[N:18][CH:17]=3)[CH2:12]2)[CH3:9])=[CH:4][C:3]=1[O:23][CH3:24]. (7) The product is: [Cl:11][C:4]1[C:5]([OH:10])=[C:6]([CH:9]=[C:2]([Br:1])[CH:3]=1)[CH:7]=[O:8]. Given the reactants [Br:1][C:2]1[CH:9]=[C:6]([CH:7]=[O:8])[C:5]([OH:10])=[CH:4][CH:3]=1.[Cl:11]Cl, predict the reaction product. (8) Given the reactants [Cl:1][C:2]1[CH:7]=[CH:6][N:5]=[C:4]([N:8]2[CH2:13][CH2:12][N:11](C(OC(C)(C)C)=O)[CH2:10][CH2:9]2)[N:3]=1.[F:21][C:22]1[C:27]([F:28])=[CH:26][CH:25]=[CH:24][C:23]=1B(O)O, predict the reaction product. The product is: [ClH:1].[ClH:1].[F:21][C:22]1[C:27]([F:28])=[CH:26][CH:25]=[CH:24][C:23]=1[C:2]1[CH:7]=[CH:6][N:5]=[C:4]([N:8]2[CH2:9][CH2:10][NH:11][CH2:12][CH2:13]2)[N:3]=1. (9) Given the reactants [Si:1]([O:8][CH2:9][CH2:10][N:11]1[C:19]2[C:18](Cl)=[N:17][CH:16]=[N:15][C:14]=2[CH:13]=[C:12]1[Cl:21])([C:4]([CH3:7])([CH3:6])[CH3:5])([CH3:3])[CH3:2].[NH2:22][C:23]1[CH:40]=[CH:39][C:26]([O:27][C:28]2[CH:36]=[CH:35][CH:34]=[C:33]3[C:29]=2[CH2:30][C:31](=[O:38])[N:32]3[CH3:37])=[C:25]([Cl:41])[CH:24]=1.Cl.N1C=CC=CC=1.C(=O)([O-])O.[Na+], predict the reaction product. The product is: [Si:1]([O:8][CH2:9][CH2:10][N:11]1[C:19]2[C:18]([NH:22][C:23]3[CH:40]=[CH:39][C:26]([O:27][C:28]4[CH:36]=[CH:35][CH:34]=[C:33]5[C:29]=4[CH2:30][C:31](=[O:38])[N:32]5[CH3:37])=[C:25]([Cl:41])[CH:24]=3)=[N:17][CH:16]=[N:15][C:14]=2[CH:13]=[C:12]1[Cl:21])([C:4]([CH3:7])([CH3:6])[CH3:5])([CH3:3])[CH3:2].